From a dataset of Forward reaction prediction with 1.9M reactions from USPTO patents (1976-2016). Predict the product of the given reaction. (1) Given the reactants [NH2:1][C:2]1[NH:6][C:5]2[CH:7]=[CH:8][C:9]([C:11]3[CH:16]=[C:15]([Cl:17])[CH:14]=[CH:13][C:12]=3[OH:18])=[CH:10][C:4]=2[N:3]=1.[H-].[Na+].[F:21][C:22]1[CH:27]=[C:26](F)[C:25]([F:29])=[CH:24][C:23]=1[S:30]([N:33]([CH3:39])[C:34]1[S:38][N:37]=[CH:36][N:35]=1)(=[O:32])=[O:31], predict the reaction product. The product is: [NH2:1][C:2]1[NH:6][C:5]2[CH:7]=[CH:8][C:9]([C:11]3[CH:16]=[C:15]([Cl:17])[CH:14]=[CH:13][C:12]=3[O:18][C:26]3[C:25]([F:29])=[CH:24][C:23]([S:30]([N:33]([CH3:39])[C:34]4[S:38][N:37]=[CH:36][N:35]=4)(=[O:31])=[O:32])=[C:22]([F:21])[CH:27]=3)=[CH:10][C:4]=2[N:3]=1. (2) Given the reactants [F:1][C:2]([F:26])([O:7][C:8]1[CH:13]=[CH:12][C:11]([N:14]2[CH:18]=[N:17][C:16]([C:19]3[CH:24]=[CH:23][C:22]([CH3:25])=[CH:21][CH:20]=3)=[N:15]2)=[CH:10][CH:9]=1)[C:3]([F:6])([F:5])[F:4].[OH-:27].[K+], predict the reaction product. The product is: [F:26][C:2]([F:1])([O:7][C:8]1[CH:9]=[CH:10][C:11]([N:14]2[CH:18]=[N:17][C:16]([C:19]3[CH:20]=[CH:21][C:22]([CH:25]=[O:27])=[CH:23][CH:24]=3)=[N:15]2)=[CH:12][CH:13]=1)[C:3]([F:6])([F:5])[F:4]. (3) Given the reactants Br[C:2]1[CH:7]=[CH:6][C:5]([C:8]2[CH:9]=[N:10][C:11]3[N:12]([N:14]=[CH:15][C:16]=3[C:17]3[CH:22]=[CH:21][CH:20]=[CH:19][CH:18]=3)[CH:13]=2)=[CH:4][CH:3]=1.[CH2:23]([OH:26])[C:24]#[CH:25], predict the reaction product. The product is: [C:17]1([C:16]2[CH:15]=[N:14][N:12]3[CH:13]=[C:8]([C:5]4[CH:6]=[CH:7][C:2]([C:25]#[C:24][CH2:23][OH:26])=[CH:3][CH:4]=4)[CH:9]=[N:10][C:11]=23)[CH:22]=[CH:21][CH:20]=[CH:19][CH:18]=1. (4) Given the reactants [CH2:1]([NH:3][CH2:4][C:5]1[CH:10]=[CH:9][CH:8]=[CH:7][CH:6]=1)[CH3:2].C(N(C(C)C)CC)(C)C.[C:20](Cl)([Cl:22])=[O:21], predict the reaction product. The product is: [CH2:4]([N:3]([CH2:1][CH3:2])[C:20]([Cl:22])=[O:21])[C:5]1[CH:10]=[CH:9][CH:8]=[CH:7][CH:6]=1. (5) Given the reactants [Cl:1][C:2]1[S:6][C:5]([S:7](Cl)(=[O:9])=[O:8])=[CH:4][CH:3]=1.[NH2:11][C:12]([CH3:16])([CH3:15])[CH2:13][OH:14], predict the reaction product. The product is: [OH:14][CH2:13][C:12]([NH:11][S:7]([C:5]1[S:6][C:2]([Cl:1])=[CH:3][CH:4]=1)(=[O:9])=[O:8])([CH3:16])[CH3:15]. (6) Given the reactants [CH3:1][N:2]1[C:6]([C:7]([F:10])([F:9])[F:8])=[CH:5][C:4]([C:11]2[S:15][C:14]([CH:16]=O)=[CH:13][CH:12]=2)=[N:3]1.[CH3:18][NH:19][CH2:20][CH:21]([C:23]1[CH:28]=[CH:27][CH:26]=[CH:25][CH:24]=1)[OH:22].C(O)(=O)C.[BH-](OC(C)=O)(OC(C)=O)OC(C)=O.[Na+], predict the reaction product. The product is: [CH3:18][N:19]([CH2:20][CH:21]([C:23]1[CH:28]=[CH:27][CH:26]=[CH:25][CH:24]=1)[OH:22])[CH2:16][C:14]1[S:15][C:11]([C:4]2[CH:5]=[C:6]([C:7]([F:8])([F:9])[F:10])[N:2]([CH3:1])[N:3]=2)=[CH:12][CH:13]=1. (7) Given the reactants [Cl:1][C:2]1[CH:3]=[C:4]([CH:23]=[CH:24][CH:25]=1)[CH2:5][O:6][C:7]1[CH:16]=[C:15]2[C:10]([CH:11]=[C:12]([C:17]([CH3:22])([CH3:21])[C:18](Cl)=[O:19])[CH:13]=[N:14]2)=[CH:9][CH:8]=1.[OH-].[NH4+:27], predict the reaction product. The product is: [Cl:1][C:2]1[CH:3]=[C:4]([CH:23]=[CH:24][CH:25]=1)[CH2:5][O:6][C:7]1[CH:16]=[C:15]2[C:10]([CH:11]=[C:12]([C:17]([CH3:22])([CH3:21])[C:18]([NH2:27])=[O:19])[CH:13]=[N:14]2)=[CH:9][CH:8]=1. (8) Given the reactants O[CH2:2][C:3]1[N:4]=[CH:5][N:6]([C:8]2[CH:16]=[CH:15][C:14]([N:17]3[CH:22]=[CH:21][CH:20]=[CH:19][C:18]3=[O:23])=[CH:13][C:9]=2[C:10]([OH:12])=[O:11])[CH:7]=1.[CH3:24][Si](C=[N+]=[N-])(C)C.[N-:31]=[N+:32]=[N-:33].[Na+].C([O-])(O)=O.[Na+], predict the reaction product. The product is: [N:31]([CH2:2][C:3]1[N:4]=[CH:5][N:6]([C:8]2[CH:16]=[CH:15][C:14]([N:17]3[CH:22]=[CH:21][CH:20]=[CH:19][C:18]3=[O:23])=[CH:13][C:9]=2[C:10]([O:12][CH3:24])=[O:11])[CH:7]=1)=[N+:32]=[N-:33]. (9) Given the reactants [Br:1][C:2]1[CH:3]=[C:4]2[C:8](=[CH:9][CH:10]=1)[N:7]([C:11](=[O:20])[CH2:12][N:13]1[CH2:18][CH2:17][N:16]([CH3:19])[CH2:15][CH2:14]1)[CH:6]=[C:5]2/[C:21](/[C:33]#[N:34])=[CH:22]/[C:23]1[CH:24]=[C:25]([CH:28]=[CH:29][C:30]=1[O:31][CH3:32])[C:26]#[N:27].[ClH:35].O1CCOCC1, predict the reaction product. The product is: [ClH:35].[Br:1][C:2]1[CH:3]=[C:4]2[C:8](=[CH:9][CH:10]=1)[N:7]([C:11](=[O:20])[CH2:12][N:13]1[CH2:18][CH2:17][N:16]([CH3:19])[CH2:15][CH2:14]1)[CH:6]=[C:5]2/[C:21](/[C:33]#[N:34])=[CH:22]/[C:23]1[CH:24]=[C:25]([CH:28]=[CH:29][C:30]=1[O:31][CH3:32])[C:26]#[N:27]. (10) Given the reactants Br[CH2:2][C:3]1[CH:8]=[CH:7][C:6]([C:9]([OH:18])([C:14]([F:17])([F:16])[F:15])[C:10]([F:13])([F:12])[F:11])=[CH:5][CH:4]=1.[CH2:19]1[C:27]2[C:22](=[CH:23][C:24]([S:28]([O-:30])=[O:29])=[CH:25][CH:26]=2)[CH2:21][CH2:20]1.[Na+].O, predict the reaction product. The product is: [CH2:19]1[C:27]2[C:22](=[CH:23][C:24]([S:28]([CH2:2][C:3]3[CH:8]=[CH:7][C:6]([C:9]([OH:18])([C:14]([F:17])([F:16])[F:15])[C:10]([F:13])([F:12])[F:11])=[CH:5][CH:4]=3)(=[O:30])=[O:29])=[CH:25][CH:26]=2)[CH2:21][CH2:20]1.